Dataset: NCI-60 drug combinations with 297,098 pairs across 59 cell lines. Task: Regression. Given two drug SMILES strings and cell line genomic features, predict the synergy score measuring deviation from expected non-interaction effect. (1) Drug 1: CC1=C2C(C(=O)C3(C(CC4C(C3C(C(C2(C)C)(CC1OC(=O)C(C(C5=CC=CC=C5)NC(=O)OC(C)(C)C)O)O)OC(=O)C6=CC=CC=C6)(CO4)OC(=O)C)OC)C)OC. Drug 2: CN1C2=C(C=C(C=C2)N(CCCl)CCCl)N=C1CCCC(=O)O.Cl. Cell line: SK-MEL-5. Synergy scores: CSS=51.6, Synergy_ZIP=14.2, Synergy_Bliss=14.6, Synergy_Loewe=-14.2, Synergy_HSA=12.6. (2) Drug 1: C1=NC2=C(N1)C(=S)N=CN2. Drug 2: C1=NNC2=C1C(=O)NC=N2. Cell line: U251. Synergy scores: CSS=21.0, Synergy_ZIP=1.44, Synergy_Bliss=3.87, Synergy_Loewe=-13.8, Synergy_HSA=0.00759. (3) Drug 1: CC1=C(C=C(C=C1)C(=O)NC2=CC(=CC(=C2)C(F)(F)F)N3C=C(N=C3)C)NC4=NC=CC(=N4)C5=CN=CC=C5. Drug 2: C1C(C(OC1N2C=NC(=NC2=O)N)CO)O. Cell line: MCF7. Synergy scores: CSS=7.20, Synergy_ZIP=-5.02, Synergy_Bliss=-4.51, Synergy_Loewe=2.92, Synergy_HSA=-0.952. (4) Drug 1: CCC1(CC2CC(C3=C(CCN(C2)C1)C4=CC=CC=C4N3)(C5=C(C=C6C(=C5)C78CCN9C7C(C=CC9)(C(C(C8N6C)(C(=O)OC)O)OC(=O)C)CC)OC)C(=O)OC)O.OS(=O)(=O)O. Drug 2: CCCCC(=O)OCC(=O)C1(CC(C2=C(C1)C(=C3C(=C2O)C(=O)C4=C(C3=O)C=CC=C4OC)O)OC5CC(C(C(O5)C)O)NC(=O)C(F)(F)F)O. Cell line: MDA-MB-435. Synergy scores: CSS=20.9, Synergy_ZIP=-5.99, Synergy_Bliss=2.34, Synergy_Loewe=-0.439, Synergy_HSA=3.36. (5) Drug 1: CC1=C(C=C(C=C1)C(=O)NC2=CC(=CC(=C2)C(F)(F)F)N3C=C(N=C3)C)NC4=NC=CC(=N4)C5=CN=CC=C5. Drug 2: CC1CCC2CC(C(=CC=CC=CC(CC(C(=O)C(C(C(=CC(C(=O)CC(OC(=O)C3CCCCN3C(=O)C(=O)C1(O2)O)C(C)CC4CCC(C(C4)OC)O)C)C)O)OC)C)C)C)OC. Cell line: OVCAR3. Synergy scores: CSS=4.45, Synergy_ZIP=10.2, Synergy_Bliss=10.9, Synergy_Loewe=1.03, Synergy_HSA=2.56. (6) Drug 2: C1CCC(C(C1)N)N.C(=O)(C(=O)[O-])[O-].[Pt+4]. Synergy scores: CSS=59.1, Synergy_ZIP=-4.29, Synergy_Bliss=-4.04, Synergy_Loewe=-16.6, Synergy_HSA=-2.89. Drug 1: CNC(=O)C1=NC=CC(=C1)OC2=CC=C(C=C2)NC(=O)NC3=CC(=C(C=C3)Cl)C(F)(F)F. Cell line: HCT116. (7) Drug 1: C1=CC(=CC=C1CC(C(=O)O)N)N(CCCl)CCCl.Cl. Drug 2: C1=NC2=C(N=C(N=C2N1C3C(C(C(O3)CO)O)O)F)N. Cell line: HOP-92. Synergy scores: CSS=14.1, Synergy_ZIP=-0.833, Synergy_Bliss=3.29, Synergy_Loewe=-0.785, Synergy_HSA=3.55.